Dataset: Full USPTO retrosynthesis dataset with 1.9M reactions from patents (1976-2016). Task: Predict the reactants needed to synthesize the given product. The reactants are: C(OC([N:8]1[CH2:13][CH2:12][N:11]([CH2:14][C:15]2[C:16]([C:39]3[CH:44]=[CH:43][CH:42]=[CH:41][CH:40]=3)=[N:17][C:18]3[C:23]([C:24]=2[C:25]([NH:27][N:28]([C:35]([O:37][CH3:38])=[O:36])[C:29]2[CH:34]=[CH:33][CH:32]=[CH:31][CH:30]=2)=[O:26])=[CH:22][CH:21]=[CH:20][CH:19]=3)[CH2:10][C:9]1=O)=O)(C)(C)C.C(O)(C(F)(F)F)=[O:47]. Given the product [C:29]1([N:28]([C:35]([O:37][CH3:38])=[O:36])[NH:27][C:25]([C:24]2[C:23]3[C:18](=[CH:19][CH:20]=[CH:21][CH:22]=3)[N:17]=[C:16]([C:39]3[CH:44]=[CH:43][CH:42]=[CH:41][CH:40]=3)[C:15]=2[CH2:14][N:11]2[CH2:12][CH2:13][NH:8][CH2:9][C:10]2=[O:47])=[O:26])[CH:30]=[CH:31][CH:32]=[CH:33][CH:34]=1, predict the reactants needed to synthesize it.